Dataset: Catalyst prediction with 721,799 reactions and 888 catalyst types from USPTO. Task: Predict which catalyst facilitates the given reaction. (1) Reactant: [H-].[Na+].[C:3]1([CH:9]2[CH2:14][CH2:13][NH:12][CH2:11][CH2:10]2)[CH:8]=[CH:7][CH:6]=[CH:5][CH:4]=1.[Br:15][C:16]1[N:23]=[CH:22][CH:21]=[C:20](Br)[C:17]=1[C:18]#[N:19]. Product: [Br:15][C:16]1[C:17]([C:18]#[N:19])=[C:20]([N:12]2[CH2:11][CH2:10][CH:9]([C:3]3[CH:8]=[CH:7][CH:6]=[CH:5][CH:4]=3)[CH2:14][CH2:13]2)[CH:21]=[CH:22][N:23]=1. The catalyst class is: 3. (2) Reactant: [C:1]([C:3]1[CH:8]=[CH:7][C:6]([NH:9][C@H:10]([CH2:14][CH:15]([CH3:17])[CH3:16])[C:11]([NH2:13])=[O:12])=[C:5]([F:18])[C:4]=1F)#[N:2].Cl.[NH2:21][C:22]1[S:26][N:25]=[C:24]([CH3:27])[CH:23]=1.[H-].[Na+].[OH2:30]. Product: [NH2:13][C:11](=[O:12])[C@H:10]([NH:9][C:6]1[CH:7]=[CH:8][C:3]([C:1]([NH2:2])=[O:30])=[C:4]([NH:21][C:22]2[S:26][N:25]=[C:24]([CH3:27])[CH:23]=2)[C:5]=1[F:18])[CH2:14][CH:15]([CH3:17])[CH3:16]. The catalyst class is: 197.